This data is from Full USPTO retrosynthesis dataset with 1.9M reactions from patents (1976-2016). The task is: Predict the reactants needed to synthesize the given product. (1) Given the product [C:43]1([CH3:53])[CH:44]=[CH:45][C:46]([S:49]([OH:52])(=[O:50])=[O:51])=[CH:47][CH:48]=1.[F:16][C@@H:14]1[CH2:15][NH:8][C@H:9]([C:10]#[N:12])[CH2:13]1, predict the reactants needed to synthesize it. The reactants are: C(OC([N:8]1[CH2:15][C@@H:14]([F:16])[CH2:13][C@H:9]1[C:10]([NH2:12])=O)=O)(C)(C)C.C(OC(C)C)(=O)C.N1C=CC=CC=1.FC(F)(F)C(OC(=O)C(F)(F)F)=O.[C:43]1([CH3:53])[CH:48]=[CH:47][C:46]([S:49]([OH:52])(=[O:51])=[O:50])=[CH:45][CH:44]=1. (2) Given the product [Br:1][C:2]1[CH:3]=[C:4]([C:16]([NH:19][CH2:20][C:21]2[C:22](=[O:29])[NH:23][C:24]([CH3:28])=[CH:25][C:26]=2[CH3:27])=[O:18])[C:5]2[C:10]([CH2:11][CH3:12])=[N:9][N:8]([CH:13]([CH3:14])[CH3:15])[C:6]=2[N:7]=1, predict the reactants needed to synthesize it. The reactants are: [Br:1][C:2]1[CH:3]=[C:4]([C:16]([OH:18])=O)[C:5]2[C:10]([CH2:11][CH3:12])=[N:9][N:8]([CH:13]([CH3:15])[CH3:14])[C:6]=2[N:7]=1.[NH2:19][CH2:20][C:21]1[C:22](=[O:29])[NH:23][C:24]([CH3:28])=[CH:25][C:26]=1[CH3:27].C1CN([P+](ON2N=NC3C=CC=CC2=3)(N2CCCC2)N2CCCC2)CC1.F[P-](F)(F)(F)(F)F. (3) The reactants are: [F:1][C:2]1[CH:7]=[CH:6][C:5]([N:8]2[C:12]([CH2:13][NH:14]C(=O)OC(C)(C)C)=[CH:11][C:10]([C:22]([F:25])([F:24])[F:23])=[N:9]2)=[CH:4][CH:3]=1.[ClH:26]. Given the product [ClH:26].[F:1][C:2]1[CH:7]=[CH:6][C:5]([N:8]2[C:12]([CH2:13][NH2:14])=[CH:11][C:10]([C:22]([F:24])([F:23])[F:25])=[N:9]2)=[CH:4][CH:3]=1, predict the reactants needed to synthesize it. (4) Given the product [CH2:16]([O:23][C:24](=[O:25])[NH:26][CH2:27][CH:28]1[CH2:33][CH2:32][CH:31]([C:34](=[O:35])[NH:2][CH2:3][C:4](=[O:5])[C:6]2[CH:11]=[CH:10][CH:9]=[C:8]([C:12]([F:13])([F:14])[F:15])[CH:7]=2)[CH2:30][CH2:29]1)[C:17]1[CH:22]=[CH:21][CH:20]=[CH:19][CH:18]=1, predict the reactants needed to synthesize it. The reactants are: Cl.[NH2:2][CH2:3][C:4]([C:6]1[CH:11]=[CH:10][CH:9]=[C:8]([C:12]([F:15])([F:14])[F:13])[CH:7]=1)=[O:5].[CH2:16]([O:23][C:24]([NH:26][CH2:27][CH:28]1[CH2:33][CH2:32][CH:31]([C:34](O)=[O:35])[CH2:30][CH2:29]1)=[O:25])[C:17]1[CH:22]=[CH:21][CH:20]=[CH:19][CH:18]=1.F[P-](F)(F)(F)(F)F.N1(O[P+](N(C)C)(N(C)C)N(C)C)C2C=CC=CC=2N=N1.C(N(CC)CC)C. (5) Given the product [Cl:8][C:6]1[CH:5]=[CH:4][N:3]=[C:2]([NH:1][C:10]2[S:11][C:12]([C:15]3[CH:16]=[N:17][CH:18]=[C:19]([CH:23]=3)[C:20]([OH:22])=[O:21])=[CH:13][N:14]=2)[CH:7]=1, predict the reactants needed to synthesize it. The reactants are: [NH2:1][C:2]1[CH:7]=[C:6]([Cl:8])[CH:5]=[CH:4][N:3]=1.Cl[C:10]1[S:11][C:12]([C:15]2[CH:16]=[N:17][CH:18]=[C:19]([CH:23]=2)[C:20]([OH:22])=[O:21])=[CH:13][N:14]=1.[H-].[Na+].FC(F)(F)C(O)=O. (6) Given the product [F:32][C:11]1[CH:10]=[C:9]([O:8][C:6]2[CH:5]=[CH:4][N:3]=[C:2]([NH:1][C:38]([N:35]3[CH2:45][CH:44]([OH:43])[CH2:49]3)=[O:51])[CH:7]=2)[C:14]([F:15])=[CH:13][C:12]=1[NH:16][C:17]([C:19]1([C:22]([NH:24][C:25]2[CH:26]=[CH:27][C:28]([F:31])=[CH:29][CH:30]=2)=[O:23])[CH2:21][CH2:20]1)=[O:18], predict the reactants needed to synthesize it. The reactants are: [NH2:1][C:2]1[CH:7]=[C:6]([O:8][C:9]2[C:14]([F:15])=[CH:13][C:12]([NH:16][C:17]([C:19]3([C:22]([NH:24][C:25]4[CH:30]=[CH:29][C:28]([F:31])=[CH:27][CH:26]=4)=[O:23])[CH2:21][CH2:20]3)=[O:18])=[C:11]([F:32])[CH:10]=2)[CH:5]=[CH:4][N:3]=1.C([N:35]([CH2:38]C)CC)C.ClC([O:43][C:44]1[CH:49]=CC=C[CH:45]=1)=O.C(=O)([O-])[OH:51].[Na+]. (7) Given the product [C:3]1([CH3:8])[CH:4]=[CH:5][CH:6]=[CH:7][C:2]=1[NH:1][C:10]1[CH:15]=[CH:14][CH:13]=[CH:12][C:11]=1[CH3:16], predict the reactants needed to synthesize it. The reactants are: [NH2:1][C:2]1[C:3]([CH3:8])=[CH:4][CH:5]=[CH:6][CH:7]=1.Br[C:10]1[CH:15]=[CH:14][CH:13]=[CH:12][C:11]=1[CH3:16].CC(C)([O-])C.[Na+]. (8) The reactants are: N([O-])=O.[Na+].[Cl:5][C:6]1[C:11]([Cl:12])=[CH:10][CH:9]=[CH:8][C:7]=1[CH2:13][N:14]1[C:18]2[CH:19]=[C:20]([N:24]3[CH2:29][CH2:28][O:27][CH2:26][CH2:25]3)[CH:21]=[C:22](N)[C:17]=2[N:16]=[C:15]1[CH3:30].[Na+].[Br-:32].C([O-])([O-])=O.[Na+].[Na+]. Given the product [Br:32][C:22]1[C:17]2[N:16]=[C:15]([CH3:30])[N:14]([CH2:13][C:7]3[CH:8]=[CH:9][CH:10]=[C:11]([Cl:12])[C:6]=3[Cl:5])[C:18]=2[CH:19]=[C:20]([N:24]2[CH2:29][CH2:28][O:27][CH2:26][CH2:25]2)[CH:21]=1, predict the reactants needed to synthesize it. (9) Given the product [C:3]([O:7][C:8](=[O:46])[NH:9][CH2:10][CH2:11][O:12][CH2:13][CH2:14][NH:15][C:16]1[C:21]([CH3:22])=[C:20]([Cl:23])[N:19]=[C:18]([N:24]([CH2:34][C:35]2[CH:36]=[CH:37][C:38]([O:41][CH3:42])=[CH:39][CH:40]=2)[CH2:25][C:26]2[CH:27]=[CH:28][C:29]([O:32][CH3:33])=[CH:30][CH:31]=2)[C:17]=1[NH2:43])([CH3:4])([CH3:6])[CH3:5], predict the reactants needed to synthesize it. The reactants are: [BH4-].[Na+].[C:3]([O:7][C:8](=[O:46])[NH:9][CH2:10][CH2:11][O:12][CH2:13][CH2:14][NH:15][C:16]1[C:21]([CH3:22])=[C:20]([Cl:23])[N:19]=[C:18]([N:24]([CH2:34][C:35]2[CH:40]=[CH:39][C:38]([O:41][CH3:42])=[CH:37][CH:36]=2)[CH2:25][C:26]2[CH:31]=[CH:30][C:29]([O:32][CH3:33])=[CH:28][CH:27]=2)[C:17]=1[N+:43]([O-])=O)([CH3:6])([CH3:5])[CH3:4]. (10) Given the product [ClH:1].[CH3:7][O:8][C:9]1[CH:10]=[C:11]([CH:33]=[CH:34][CH:35]=1)[CH2:12][CH2:13][N:14]([CH2:16][CH2:17][N:18]1[C:24]2[CH:25]=[CH:26][CH:27]=[CH:28][C:23]=2[CH2:22][O:21][C:20]2[CH:29]=[CH:30][CH:31]=[CH:32][C:19]1=2)[CH3:15], predict the reactants needed to synthesize it. The reactants are: [ClH:1].C(OCC)C.[CH3:7][O:8][C:9]1[CH:10]=[C:11]([CH:33]=[CH:34][CH:35]=1)[CH2:12][CH2:13][N:14]([CH2:16][CH2:17][N:18]1[C:24]2[CH:25]=[CH:26][CH:27]=[CH:28][C:23]=2[CH2:22][O:21][C:20]2[CH:29]=[CH:30][CH:31]=[CH:32][C:19]1=2)[CH3:15].